This data is from Full USPTO retrosynthesis dataset with 1.9M reactions from patents (1976-2016). The task is: Predict the reactants needed to synthesize the given product. (1) Given the product [Cl:1][C:2]1[CH:7]=[CH:6][CH:5]=[CH:4][C:3]=1[C:8]1[C:12]([C:13]2[N:17]([CH2:29][O:30][CH2:31][CH2:32][Si:33]([CH3:36])([CH3:35])[CH3:34])[CH:16]=[CH:15][N:14]=2)=[CH:11][N:10]([C:18]2[C:23]([CH3:24])=[CH:22][N:21]=[C:20]([F:25])[CH:19]=2)[N:9]=1, predict the reactants needed to synthesize it. The reactants are: [Cl:1][C:2]1[CH:7]=[CH:6][CH:5]=[CH:4][C:3]=1[C:8]1[C:12]([C:13]2[NH:14][CH:15]=[CH:16][N:17]=2)=[CH:11][N:10]([C:18]2[C:23]([CH3:24])=[CH:22][N:21]=[C:20]([F:25])[CH:19]=2)[N:9]=1.[H-].[Na+].Cl[CH2:29][O:30][CH2:31][CH2:32][Si:33]([CH3:36])([CH3:35])[CH3:34]. (2) Given the product [Cl:12][C:9]1[CH:8]=[CH:7][C:6]([C:4]([C:13]2[CH:14]=[CH:15][C:16]([Cl:19])=[CH:17][CH:18]=2)([CH3:5])[C:3]([OH:20])=[O:2])=[CH:11][CH:10]=1, predict the reactants needed to synthesize it. The reactants are: C[O:2][C:3](=[O:20])[C:4]([C:13]1[CH:18]=[CH:17][C:16]([Cl:19])=[CH:15][CH:14]=1)([C:6]1[CH:11]=[CH:10][C:9]([Cl:12])=[CH:8][CH:7]=1)[CH3:5]. (3) Given the product [Cl:59][C:58]1[CH:57]=[N:56][CH:55]=[C:54]([Cl:60])[C:53]=1[CH2:52][CH:51]([O:10][C:9](=[O:11])[C:8]1[CH:12]=[CH:13][C:14]([O:15][CH:16]([F:17])[F:18])=[C:6]([O:5][CH2:4][CH:1]2[CH2:3][CH2:2]2)[CH:7]=1)[C:38]1[CH:37]=[CH:36][C:35]([O:34][CH3:33])=[C:40]([O:41][C:42]2[CH:47]=[CH:46][C:45]([N+:48]([O-:50])=[O:49])=[CH:44][CH:43]=2)[CH:39]=1, predict the reactants needed to synthesize it. The reactants are: [CH:1]1([CH2:4][O:5][C:6]2[CH:7]=[C:8]([CH:12]=[CH:13][C:14]=2[O:15][CH:16]([F:18])[F:17])[C:9]([OH:11])=[O:10])[CH2:3][CH2:2]1.C(Cl)CCl.C1C=CC2N(O)N=NC=2C=1.[CH3:33][O:34][C:35]1[C:40]2[O:41][C:42]3[CH:47]=[CH:46][C:45]([N+:48]([O-:50])=[O:49])=[CH:44][C:43]=3[C:39]=2[C:38]([CH:51](OC(=O)C2C=CC=CC=2)[CH2:52][C:53]2[C:58]([Cl:59])=[CH:57][N:56]=[CH:55][C:54]=2[Cl:60])=[CH:37][CH:36]=1. (4) The reactants are: [C:1]([CH2:3][CH2:4][CH2:5][C:6]([OH:8])=O)#[N:2].[F:9][C:10]1[CH:15]=[CH:14][C:13]([C:16]2[O:17][CH:18]=[C:19]([C:21]([CH3:25])([CH3:24])[CH2:22][NH2:23])[N:20]=2)=[CH:12][CH:11]=1. Given the product [C:1]([CH2:3][CH2:4][CH2:5][C:6]([NH:23][CH2:22][C:21]([C:19]1[N:20]=[C:16]([C:13]2[CH:12]=[CH:11][C:10]([F:9])=[CH:15][CH:14]=2)[O:17][CH:18]=1)([CH3:24])[CH3:25])=[O:8])#[N:2], predict the reactants needed to synthesize it. (5) The reactants are: [CH3:1][O:2][C:3]1[C:8](/[C:9](/[NH:16][CH2:17][CH2:18][OH:19])=[CH:10]/[C:11]([O:13]CC)=O)=[CH:7][CH:6]=[C:5]([O:20][CH3:21])[N:4]=1.C[Si]([N:26]=[C:27]=[S:28])(C)C. Given the product [CH3:1][O:2][C:3]1[C:8]([C:9]2[N:16]([CH2:17][CH2:18][OH:19])[C:27](=[S:28])[NH:26][C:11](=[O:13])[CH:10]=2)=[CH:7][CH:6]=[C:5]([O:20][CH3:21])[N:4]=1, predict the reactants needed to synthesize it. (6) Given the product [C:27]([O:31][C:32](=[O:40])[NH:33][CH2:34][CH2:35][CH2:36][CH2:37][CH2:38][NH:39][C:5]1[N:10]=[C:9]([C:11]2[N:15]3[CH:16]=[CH:17][CH:18]=[CH:19][C:14]3=[N:13][C:12]=2[C:20]2[CH:25]=[CH:24][CH:23]=[C:22]([CH3:26])[N:21]=2)[CH:8]=[CH:7][N:6]=1)([CH3:30])([CH3:28])[CH3:29], predict the reactants needed to synthesize it. The reactants are: CS([C:5]1[N:10]=[C:9]([C:11]2[N:15]3[CH:16]=[CH:17][CH:18]=[CH:19][C:14]3=[N:13][C:12]=2[C:20]2[CH:25]=[CH:24][CH:23]=[C:22]([CH3:26])[N:21]=2)[CH:8]=[CH:7][N:6]=1)(=O)=O.[C:27]([O:31][C:32](=[O:40])[NH:33][CH2:34][CH2:35][CH2:36][CH2:37][CH2:38][NH2:39])([CH3:30])([CH3:29])[CH3:28]. (7) Given the product [Cl:74][C:75]1[CH:80]=[CH:79][CH:78]=[CH:77][C:76]=1[NH:81][CH:82]1[CH2:87][CH2:86][N:85]([C:27](=[O:29])[CH2:26][NH:25][C:23]([C:20]2[CH:19]=[C:18]([C:13]3[CH:14]=[CH:15][CH:16]=[CH:17][C:12]=3[C:11]([F:10])([F:31])[F:30])[NH:22][N:21]=2)=[O:24])[CH2:84][CH2:83]1, predict the reactants needed to synthesize it. The reactants are: CCN(C(C)C)C(C)C.[F:10][C:11]([F:31])([F:30])[C:12]1[CH:17]=[CH:16][CH:15]=[CH:14][C:13]=1[C:18]1[NH:22][N:21]=[C:20]([C:23]([NH:25][CH2:26][C:27]([OH:29])=O)=[O:24])[CH:19]=1.C1(C2NN=C(C(NCC(O)=O)=O)C=2)C=CC=CC=1.C1C=CC2N(O)N=NC=2C=1.CCN=C=NCCCN(C)C.Cl.Cl.Cl.[Cl:74][C:75]1[CH:80]=[CH:79][CH:78]=[CH:77][C:76]=1[NH:81][CH:82]1[CH2:87][CH2:86][NH:85][CH2:84][CH2:83]1.